From a dataset of Forward reaction prediction with 1.9M reactions from USPTO patents (1976-2016). Predict the product of the given reaction. (1) Given the reactants [NH2:1][C:2]1[CH:30]=[CH:29][C:5]([O:6][C:7]2[CH:12]=[CH:11][N:10]=[C:9]([NH:13][C:14]([N:16]3[CH2:21][CH2:20][CH:19]([N:22]4[CH2:27][CH2:26][N:25]([CH3:28])[CH2:24][CH2:23]4)[CH2:18][CH2:17]3)=[O:15])[CH:8]=2)=[CH:4][CH:3]=1.[C:31]1([CH2:37][C:38]([N:40]=[C:41]=[O:42])=[O:39])[CH:36]=[CH:35][CH:34]=[CH:33][CH:32]=1, predict the reaction product. The product is: [CH3:28][N:25]1[CH2:24][CH2:23][N:22]([CH:19]2[CH2:18][CH2:17][N:16]([C:14]([NH:13][C:9]3[CH:8]=[C:7]([O:6][C:5]4[CH:4]=[CH:3][C:2]([NH:1][C:41]([NH:40][C:38](=[O:39])[CH2:37][C:31]5[CH:32]=[CH:33][CH:34]=[CH:35][CH:36]=5)=[O:42])=[CH:30][CH:29]=4)[CH:12]=[CH:11][N:10]=3)=[O:15])[CH2:21][CH2:20]2)[CH2:27][CH2:26]1. (2) Given the reactants [NH2:1][C:2]1[N:7]=[C:6](Cl)[CH:5]=[C:4]([CH3:9])[N:3]=1.[C:10]([C:12]1[CH:13]=[C:14](B(O)O)[CH:15]=[CH:16][CH:17]=1)#[N:11], predict the reaction product. The product is: [CH3:9][C:4]1[CH:5]=[C:6]([C:16]2[CH:15]=[CH:14][CH:13]=[C:12]([C:10]#[N:11])[CH:17]=2)[N:7]=[C:2]([NH2:1])[N:3]=1. (3) Given the reactants C[N:2]([CH3:16])/[CH:3]=[CH:4]/[C:5]([C:7]1[CH:8]=[N:9][N:10]2[C:15]=1[CH:14]=[CH:13][CH:12]=[N:11]2)=O.[N:22]1N2[N:22]=[CH:23][CH:24]=[CH:25][C:25]2=[C:24](C(=O)C)[CH:23]=1.C(OC(OC(C)(C)C)[N:35](C)C)(C)(C)C, predict the reaction product. The product is: [CH:23]1([NH:22][C:16]2[N:35]=[C:5]([C:7]3[CH:8]=[N:9][N:10]4[C:15]=3[CH:14]=[CH:13][CH:12]=[N:11]4)[CH:4]=[CH:3][N:2]=2)[CH2:25][CH2:24]1.